Dataset: Forward reaction prediction with 1.9M reactions from USPTO patents (1976-2016). Task: Predict the product of the given reaction. (1) Given the reactants Br[C:2]1[CH:7]=[C:6]([CH3:8])[C:5]([Br:9])=[CH:4][N:3]=1.[CH2:10]([O:12][C:13]1[CH:14]=[C:15](B(O)O)[CH:16]=[CH:17][CH:18]=1)[CH3:11], predict the reaction product. The product is: [Br:9][C:5]1[C:6]([CH3:8])=[CH:7][C:2]([C:17]2[CH:16]=[CH:15][CH:14]=[C:13]([O:12][CH2:10][CH3:11])[CH:18]=2)=[N:3][CH:4]=1. (2) The product is: [F:77][C:69]([F:76])([CH:70]1[CH2:75][CH2:74][O:73][CH2:72][CH2:71]1)[C:68]1[N:63]2[N:62]=[C:61]([NH:53][C:49]3[CH:48]=[C:47]4[C:52]([C:44]([CH3:43])=[N:45][NH:46]4)=[CH:51][CH:50]=3)[N:78]=[C:64]2[CH:65]=[CH:66][CH:67]=1. Given the reactants C1(P(C2C=CC=CC=2)C2C3OC4C(=CC=CC=4P(C4C=CC=CC=4)C4C=CC=CC=4)C(C)(C)C=3C=CC=2)C=CC=CC=1.[CH3:43][C:44]1[C:52]2[C:47](=[CH:48][C:49]([NH2:53])=[CH:50][CH:51]=2)[N:46](C2CCCCO2)[N:45]=1.Br[C:61]1[N:78]=[C:64]2[CH:65]=[CH:66][CH:67]=[C:68]([C:69]([F:77])([F:76])[CH:70]3[CH2:75][CH2:74][O:73][CH2:72][CH2:71]3)[N:63]2[N:62]=1.C(=O)([O-])[O-].[K+].[K+], predict the reaction product. (3) Given the reactants C([N:4](CC)C(C)C)(C)C.Br[CH2:11][O:12][CH2:13][CH3:14].[Cl:15][C:16]1[CH:41]=[CH:40][C:19]2[N:20]3[C:24]([CH2:25][NH:26][CH2:27][C:18]=2[CH:17]=1)=[N:23][N:22]=[C:21]3[CH:28]1[CH2:33][CH2:32][N:31]([C:34]2[N:39]=[CH:38][CH:37]=[CH:36][N:35]=2)[CH2:30][CH2:29]1, predict the reaction product. The product is: [NH3:4].[Cl:15][C:16]1[CH:41]=[CH:40][C:19]2[N:20]3[C:24]([CH2:25][N:26]([CH2:14][CH2:13][O:12][CH3:11])[CH2:27][C:18]=2[CH:17]=1)=[N:23][N:22]=[C:21]3[CH:28]1[CH2:33][CH2:32][N:31]([C:34]2[N:35]=[CH:36][CH:37]=[CH:38][N:39]=2)[CH2:30][CH2:29]1. (4) Given the reactants [NH2:1][CH2:2][C:3]1[N:11]=[C:10]2[C:6]([N:7]=[CH:8][N:9]2[C@H:12]2[C@H:16]([OH:17])[C@H:15]([OH:18])[C@@H:14]([CH2:19][OH:20])[O:13]2)=[C:5]([NH:21][CH2:22][CH:23]([C:31]2[CH:36]=[CH:35][C:34]([CH3:37])=[CH:33][CH:32]=2)[C:24]2[CH:29]=[CH:28][C:27]([CH3:30])=[CH:26][CH:25]=2)[N:4]=1.[CH:38]([N:41]([CH:52]([CH3:54])[CH3:53])[CH2:42][CH2:43][NH:44][C:45](N1C=CN=C1)=[O:46])([CH3:40])[CH3:39], predict the reaction product. The product is: [CH3:30][C:27]1[CH:28]=[CH:29][C:24]([CH:23]([C:31]2[CH:36]=[CH:35][C:34]([CH3:37])=[CH:33][CH:32]=2)[CH2:22][NH:21][C:5]2[N:4]=[C:3]([CH2:2][NH:1][C:45]([NH:44][CH2:43][CH2:42][N:41]([CH:52]([CH3:54])[CH3:53])[CH:38]([CH3:39])[CH3:40])=[O:46])[N:11]=[C:10]3[C:6]=2[N:7]=[CH:8][N:9]3[C@H:12]2[C@H:16]([OH:17])[C@H:15]([OH:18])[C@@H:14]([CH2:19][OH:20])[O:13]2)=[CH:25][CH:26]=1. (5) Given the reactants Br[C:2]1[N:6]([CH:7]2[CH2:10][O:9][CH2:8]2)[C:5]2[CH:11]([C:26]3[CH:31]=[CH:30][C:29]([Cl:32])=[CH:28][CH:27]=3)[N:12]([C:15]3[CH:16]=[C:17]([CH3:25])[C:18]4[N:22]=[N:21][N:20]([CH3:23])[C:19]=4[CH:24]=3)[C:13](=[O:14])[C:4]=2[N:3]=1.[CH3:33][N:34]1[CH2:39][CH:38]=[C:37](B2OC(C)(C)C(C)(C)O2)[CH2:36][CH2:35]1.C([O-])(O)=O.[Na+], predict the reaction product. The product is: [Cl:32][C:29]1[CH:30]=[CH:31][C:26]([CH:11]2[C:5]3[N:6]([CH:7]4[CH2:10][O:9][CH2:8]4)[C:2]([C:37]4[CH2:38][CH2:39][N:34]([CH3:33])[CH2:35][CH:36]=4)=[N:3][C:4]=3[C:13](=[O:14])[N:12]2[C:15]2[CH:16]=[C:17]([CH3:25])[C:18]3[N:22]=[N:21][N:20]([CH3:23])[C:19]=3[CH:24]=2)=[CH:27][CH:28]=1. (6) Given the reactants [F:1][CH:2]([F:28])[C:3]1[N:8]2[N:9]=[CH:10][C:11]([C:12](O)=[O:13])=[C:7]2[N:6]=[C:5]([C:15]2[CH:20]=[CH:19][C:18]([C:21]([F:24])([F:23])[F:22])=[C:17]([O:25][CH2:26][CH3:27])[CH:16]=2)[CH:4]=1.[NH2:29][C:30]1[CH:31]=[C:32]([S:36]([NH:39][CH2:40][CH3:41])(=[O:38])=[O:37])[CH:33]=[CH:34][CH:35]=1, predict the reaction product. The product is: [CH2:40]([NH:39][S:36]([C:32]1[CH:31]=[C:30]([NH:29][C:12]([C:11]2[CH:10]=[N:9][N:8]3[C:3]([CH:2]([F:28])[F:1])=[CH:4][C:5]([C:15]4[CH:20]=[CH:19][C:18]([C:21]([F:24])([F:22])[F:23])=[C:17]([O:25][CH2:26][CH3:27])[CH:16]=4)=[N:6][C:7]=23)=[O:13])[CH:35]=[CH:34][CH:33]=1)(=[O:38])=[O:37])[CH3:41]. (7) Given the reactants I[CH2:2][CH2:3][OH:4].C(=O)([O-])[O-].[K+].[K+].[F:11][C:12]1[CH:13]=[N:14][C:15]2[C:20]([C:21]=1[CH2:22][CH2:23][CH2:24][C:25]1([C:31]([O:33][CH2:34][CH3:35])=[O:32])[CH2:30][CH2:29][NH:28][CH2:27][CH2:26]1)=[CH:19][CH:18]=[CH:17][CH:16]=2, predict the reaction product. The product is: [F:11][C:12]1[CH:13]=[N:14][C:15]2[C:20]([C:21]=1[CH2:22][CH2:23][CH2:24][C:25]1([C:31]([O:33][CH2:34][CH3:35])=[O:32])[CH2:30][CH2:29][N:28]([CH2:2][CH2:3][OH:4])[CH2:27][CH2:26]1)=[CH:19][CH:18]=[CH:17][CH:16]=2. (8) Given the reactants [F:1][C:2]1[CH:7]=[CH:6][C:5]([C:8](=[O:18])[CH2:9][C:10]2[CH:15]=[CH:14][N:13]=[C:12]([S:16][CH3:17])[N:11]=2)=[CH:4][CH:3]=1.CO[CH:21](OC)[N:22]([CH3:24])[CH3:23], predict the reaction product. The product is: [CH3:21][N:22]([CH3:24])[CH:23]=[C:9]([C:10]1[CH:15]=[CH:14][N:13]=[C:12]([S:16][CH3:17])[N:11]=1)[C:8]([C:5]1[CH:6]=[CH:7][C:2]([F:1])=[CH:3][CH:4]=1)=[O:18]. (9) Given the reactants [OH:1][C:2]1[CH:3]=[C:4]([C:8]2[C:17]3[C:12](=[C:13]([C:18]([F:21])([F:20])[F:19])[CH:14]=[CH:15][CH:16]=3)[N:11]=[CH:10][C:9]=2[C:22]([C:24]2[CH:29]=[CH:28][CH:27]=[CH:26][CH:25]=2)=[O:23])[CH:5]=[CH:6][CH:7]=1.Br[CH2:31][C:32]1[CH:37]=[CH:36][CH:35]=[CH:34][C:33]=1[N+:38]([O-:40])=[O:39], predict the reaction product. The product is: [N+:38]([C:33]1[CH:34]=[CH:35][CH:36]=[CH:37][C:32]=1[CH2:31][O:1][C:2]1[CH:3]=[C:4]([C:8]2[C:17]3[C:12](=[C:13]([C:18]([F:21])([F:19])[F:20])[CH:14]=[CH:15][CH:16]=3)[N:11]=[CH:10][C:9]=2[C:22]([C:24]2[CH:25]=[CH:26][CH:27]=[CH:28][CH:29]=2)=[O:23])[CH:5]=[CH:6][CH:7]=1)([O-:40])=[O:39]. (10) The product is: [ClH:22].[CH3:1][O:2][CH2:3][CH2:4][O:5][N:6]([CH3:21])[C:7]1[N:8]=[C:9]([NH:17][CH2:18][CH2:19][CH3:20])[N:10]=[C:11]([NH:13][CH2:14][C:15]#[CH:16])[N:12]=1. Given the reactants [CH3:1][O:2][CH2:3][CH2:4][O:5][N:6]([CH3:21])[C:7]1[N:12]=[C:11]([NH:13][CH2:14][CH2:15][CH3:16])[N:10]=[C:9]([NH:17][CH2:18][C:19]#[CH:20])[N:8]=1.[ClH:22].C(OCC)C.Cl.C(ONC1N=C(NCCC)N=C(NCC#C)N=1)(C)(C)C, predict the reaction product.